Dataset: Reaction yield outcomes from USPTO patents with 853,638 reactions. Task: Predict the reaction yield, written as a fraction of the theoretical maximum amount of product (1.0 means a 100% yield; for example, 0.34 means a 34% yield). (1) The product is [O:6]([C:13]1[CH:14]=[C:15]([CH:16]=[CH:17][CH:18]=1)[CH2:19][C:20]1[CH:25]=[C:24]([C:26]2[C:27]([NH2:32])=[N:28][CH:29]=[CH:30][CH:31]=2)[O:22][N:21]=1)[C:7]1[CH:12]=[CH:11][CH:10]=[CH:9][CH:8]=1. The reactants are O1CCCC1.[O:6]([C:13]1[CH:14]=[C:15]([CH2:19][C:20](Cl)=[N:21][OH:22])[CH:16]=[CH:17][CH:18]=1)[C:7]1[CH:12]=[CH:11][CH:10]=[CH:9][CH:8]=1.[C:24]([C:26]1[C:27]([NH2:32])=[N:28][CH:29]=[CH:30][CH:31]=1)#[CH:25].C(N(CC)CC)C. The catalyst is O. The yield is 0.430. (2) The reactants are [NH2:1][C:2]1[CH:7]=[CH:6][C:5]([Br:8])=[CH:4][C:3]=1[C:9]([C:11]1[CH:16]=[CH:15][CH:14]=[CH:13][CH:12]=1)=O.[F:17][C:18]([F:26])([F:25])[C:19](=[O:24])[CH2:20][C:21](=O)[CH3:22]. The catalyst is CCCCCCC.C(OCC)(=O)C. The product is [Br:8][C:5]1[CH:4]=[C:3]2[C:2](=[CH:7][CH:6]=1)[N:1]=[C:21]([CH3:22])[C:20]([C:19](=[O:24])[C:18]([F:26])([F:25])[F:17])=[C:9]2[C:11]1[CH:16]=[CH:15][CH:14]=[CH:13][CH:12]=1. The yield is 0.500. (3) The reactants are [Si]([O:8][CH2:9][C:10]1[N:11]=[C:12]([C:16]2([OH:22])[CH2:21][CH2:20][O:19][CH2:18][CH2:17]2)[S:13][C:14]=1[CH3:15])(C(C)(C)C)(C)C.F.F.F.C(N(CC)CC)C. The catalyst is C1COCC1. The product is [OH:8][CH2:9][C:10]1[N:11]=[C:12]([C:16]2([OH:22])[CH2:17][CH2:18][O:19][CH2:20][CH2:21]2)[S:13][C:14]=1[CH3:15]. The yield is 0.900.